This data is from Full USPTO retrosynthesis dataset with 1.9M reactions from patents (1976-2016). The task is: Predict the reactants needed to synthesize the given product. (1) Given the product [N:24]1[CH:29]=[CH:28][CH:27]=[CH:26][C:25]=1[CH2:30][O:31][N:32]=[C:16]1[CH2:15][CH2:14][N:13]([S:10]([C:7]2[CH:8]=[CH:9][C:4]([O:3][C:2]([F:21])([F:1])[F:20])=[CH:5][CH:6]=2)(=[O:11])=[O:12])[CH2:18][CH2:17]1, predict the reactants needed to synthesize it. The reactants are: [F:1][C:2]([F:21])([F:20])[O:3][C:4]1[CH:9]=[CH:8][C:7]([S:10]([N:13]2[CH2:18][CH2:17][C:16](=O)[CH2:15][CH2:14]2)(=[O:12])=[O:11])=[CH:6][CH:5]=1.Cl.Cl.[N:24]1[CH:29]=[CH:28][CH:27]=[CH:26][C:25]=1[CH2:30][O:31][NH2:32].C([O-])(=O)C.[Na+]. (2) Given the product [ClH:42].[N:13]12[CH2:18][CH2:17][CH:16]([CH2:15][CH2:14]1)[N:10]([C:7]1[N:6]=[CH:5][C:4]([NH:1][C:40](=[O:41])[C:39]3[CH:43]=[CH:44][CH:45]=[CH:46][C:38]=3[F:37])=[CH:9][N:8]=1)[CH2:11][CH2:12]2, predict the reactants needed to synthesize it. The reactants are: [N+:1]([C:4]1[CH:5]=[N:6][C:7]([N:10]2[CH:16]3[CH2:17][CH2:18][N:13]([CH2:14][CH2:15]3)[CH2:12][CH2:11]2)=[N:8][CH:9]=1)([O-])=O.CO.N12CCC(CC1)N(C1N=CC(N)=CN=1)CC2.[F:37][C:38]1[CH:46]=[CH:45][CH:44]=[CH:43][C:39]=1[C:40]([Cl:42])=[O:41]. (3) Given the product [Br:32][C:26]1[C:25]2[C:29](=[CH:30][CH:31]=[C:23]([NH:22][C:8]([C:7]3[CH:6]([C:11]4[CH:20]=[CH:19][C:18]5[C:13](=[CH:14][CH:15]=[CH:16][CH:17]=5)[CH:12]=4)[CH2:5][C:4](=[O:21])[NH:3][C:2]=3[CH3:1])=[O:9])[CH:24]=2)[NH:28][N:27]=1, predict the reactants needed to synthesize it. The reactants are: [CH3:1][C:2]1[NH:3][C:4](=[O:21])[CH2:5][CH:6]([C:11]2[CH:20]=[CH:19][C:18]3[C:13](=[CH:14][CH:15]=[CH:16][CH:17]=3)[CH:12]=2)[C:7]=1[C:8](O)=[O:9].[NH2:22][C:23]1[CH:24]=[C:25]2[C:29](=[CH:30][CH:31]=1)[NH:28][N:27]=[C:26]2[Br:32].C(Cl)CCl.CCN(CC)CC. (4) Given the product [N:24]1([CH2:30][C:31]2[CH:32]=[C:33]([NH:43][C:14]3[N:19]=[C:18]([C:20]([F:23])([F:22])[F:21])[CH:17]=[CH:16][N:15]=3)[CH:34]=[C:35]([C:37]3[CH:42]=[CH:41][CH:40]=[CH:39][CH:38]=3)[CH:36]=2)[CH2:29][CH2:28][O:27][CH2:26][CH2:25]1, predict the reactants needed to synthesize it. The reactants are: O.C1(C)C=CC(S(O)(=O)=O)=CC=1.Cl[C:14]1[N:19]=[C:18]([C:20]([F:23])([F:22])[F:21])[CH:17]=[CH:16][N:15]=1.[N:24]1([CH2:30][C:31]2[CH:32]=[C:33]([NH2:43])[CH:34]=[C:35]([C:37]3[CH:42]=[CH:41][CH:40]=[CH:39][CH:38]=3)[CH:36]=2)[CH2:29][CH2:28][O:27][CH2:26][CH2:25]1. (5) Given the product [Cl:1][C:2]1[CH:3]=[CH:4][C:5]([O:11][CH:12]([CH3:17])[CH2:13][O:15][CH3:16])=[C:6]([CH:10]=1)[C:7]([OH:9])=[O:8], predict the reactants needed to synthesize it. The reactants are: [Cl:1][C:2]1[CH:3]=[CH:4][C:5]([O:11][CH2:12][CH:13]([O:15][CH3:16])C)=[C:6]([CH:10]=1)[C:7]([OH:9])=[O:8].[CH3:17]OCC(O)C. (6) Given the product [CH:24]1([C:30]([OH:32])=[O:31])[CH2:29][CH2:28][CH2:27][CH2:26][CH2:25]1, predict the reactants needed to synthesize it. The reactants are: C1(C(C2CCCCC2)=O)C=CC=CC=1.C=CC=C.C(O)(=O)C=C.[CH:24]1([C:30]([OH:32])=[O:31])[CH2:29][CH2:28][CH:27]=[CH:26][CH2:25]1.